Dataset: Experimentally validated miRNA-target interactions with 360,000+ pairs, plus equal number of negative samples. Task: Binary Classification. Given a miRNA mature sequence and a target amino acid sequence, predict their likelihood of interaction. The miRNA is hsa-miR-6795-5p with sequence UGGGGGGACAGGAUGAGAGGCUGU. The protein sequence of the target gene is MDYSHQTSLVPCGQDKYISKNELLLHLKTYNLYYEGQNLQLRHREEEDEFIVEGLLNISWGLRRPIRLQMQDDNERIRPPPSSSSWHSGCNLGAQGTTLKPLTVPKVQISEVDAPPEGDQMPSSTDSRGLKPLQEDTPQLMRTRSDVGVRRRGNVRTPSDQRRIRRHRFSINGHFYNHKTSVFTPAYGSVTNVRINSTMTTPQVLKLLLNKFKIENSAEEFALYVVHTSGEKQKLKATDYPLIARILQGPCEQISKVFLMEKDQVEEVTYDVAQYIKFEMPVLKSFIQKLQEEEDREVKK.... Result: 0 (no interaction).